Dataset: Catalyst prediction with 721,799 reactions and 888 catalyst types from USPTO. Task: Predict which catalyst facilitates the given reaction. (1) Reactant: [O:1]=[C:2]1[CH2:10][C:9]2[C:4](=[CH:5][CH:6]=[C:7]([NH:11][C:12](=[O:18])[O:13][C:14]([CH3:17])([CH3:16])[CH3:15])[CH:8]=2)[NH:3]1.C[Si](C)(C)[N-][Si](C)(C)C.[Na+].Cl.Cl[CH2:31][CH2:32][N:33]([CH2:35][CH2:36]Cl)[CH3:34]. The catalyst class is: 1. Product: [CH3:34][N:33]1[CH2:35][CH2:36][C:10]2([C:9]3[C:4](=[CH:5][CH:6]=[C:7]([NH:11][C:12](=[O:18])[O:13][C:14]([CH3:15])([CH3:17])[CH3:16])[CH:8]=3)[NH:3][C:2]2=[O:1])[CH2:31][CH2:32]1. (2) Reactant: [O:1]1[CH2:5][CH2:4]CC1.[CH2:6]([C:8]1[CH:14]=[CH:13][C:11]([OH:12])=[CH:10][C:9]=1[OH:15])[CH3:7].[H-].[Na+].[P:18](Cl)([O:23][CH2:24][CH3:25])([O:20][CH2:21][CH3:22])=[O:19]. Product: [CH2:21]([O:20][P:18]([O:12][C:11]1[CH:13]=[CH:14][C:8]([CH2:6][CH3:7])=[C:9]([O:15][P:18]([O:1][CH2:5][CH3:4])([O:20][CH2:21][CH3:22])=[O:19])[CH:10]=1)([O:23][CH2:24][CH3:25])=[O:19])[CH3:22]. The catalyst class is: 6. (3) Reactant: [Br:1][C:2]1[C:3]([N:10]2[CH2:15][CH2:14][O:13][CH2:12][CH2:11]2)=[CH:4][C:5]([CH3:9])=[C:6]([CH:8]=1)[NH2:7].[C:16]([O:20][C:21](O[C:21]([O:20][C:16]([CH3:19])([CH3:18])[CH3:17])=[O:22])=[O:22])([CH3:19])([CH3:18])[CH3:17]. Product: [Br:1][C:2]1[C:3]([N:10]2[CH2:15][CH2:14][O:13][CH2:12][CH2:11]2)=[CH:4][C:5]([CH3:9])=[C:6]([NH:7][C:21](=[O:22])[O:20][C:16]([CH3:19])([CH3:18])[CH3:17])[CH:8]=1. The catalyst class is: 8. (4) Product: [NH:4]1[C:3]2[C:2](=[CH:8][CH:7]=[CH:6][CH:5]=2)[CH:32]=[C:31]1[C:25]1[CH:24]=[C:23]([C:19]2[CH:20]=[C:21]([CH3:22])[C:16]([OH:15])=[C:17]([CH3:34])[CH:18]=2)[N:28]=[N:27][C:26]=1[O:29][CH3:30]. Reactant: Br[C:2]1[CH:8]=[CH:7][CH:6]=[CH:5][C:3]=1[NH2:4].S([O-])([O-])(=O)=O.[Mg+2].[OH:15][C:16]1[C:21]([CH3:22])=[CH:20][C:19]([C:23]2[N:28]=[N:27][C:26]([O:29][CH3:30])=[C:25]([C:31](=O)[CH3:32])[CH:24]=2)=[CH:18][C:17]=1[CH3:34].C(O)(=O)C. The catalyst class is: 44.